Dataset: Reaction yield outcomes from USPTO patents with 853,638 reactions. Task: Predict the reaction yield, written as a fraction of the theoretical maximum amount of product (1.0 means a 100% yield; for example, 0.34 means a 34% yield). (1) The reactants are [Cl:1][C:2]1[CH:7]=[CH:6][C:5]([N:8]2[C:13]([OH:14])=[C:12]([C:15](OCC)=[O:16])[C:11](=[O:20])[N:10]([CH2:21][C:22]3[CH:27]=[CH:26][CH:25]=[CH:24][CH:23]=3)[C:9]2=[S:28])=[CH:4][CH:3]=1.C1(CNC([CH:39](C(OCC)=O)[C:40]([O:42]CC)=[O:41])=O)C=CC=CC=1.[H-].[Na+].ClC1C=CC([N:59]=C=S)=CC=1. The catalyst is O1CCOCC1.ClCCl. The product is [Cl:1][C:2]1[CH:3]=[CH:4][C:5]([N:8]2[C:13]([OH:14])=[C:12]([C:15]([NH:59][CH2:39][C:40]([OH:42])=[O:41])=[O:16])[C:11](=[O:20])[N:10]([CH2:21][C:22]3[CH:23]=[CH:24][CH:25]=[CH:26][CH:27]=3)[C:9]2=[S:28])=[CH:6][CH:7]=1. The yield is 0.200. (2) The reactants are [CH:1]1([CH:6]=[C:7]([C:18]2[NH:32][C:21]3=[N:22][CH:23]=[C:24]([O:26][CH2:27][CH2:28][N:29]([CH3:31])[CH3:30])[CH:25]=[C:20]3[CH:19]=2)[C:8]2[CH:13]=[CH:12][C:11]([S:14]([CH3:17])(=[O:16])=[O:15])=[CH:10][CH:9]=2)[CH2:5][CH2:4][CH2:3][CH2:2]1. The catalyst is [Pd].CO. The product is [CH:1]1([CH2:6][CH:7]([C:18]2[NH:32][C:21]3=[N:22][CH:23]=[C:24]([O:26][CH2:27][CH2:28][N:29]([CH3:30])[CH3:31])[CH:25]=[C:20]3[CH:19]=2)[C:8]2[CH:13]=[CH:12][C:11]([S:14]([CH3:17])(=[O:16])=[O:15])=[CH:10][CH:9]=2)[CH2:5][CH2:4][CH2:3][CH2:2]1. The yield is 0.100. (3) The product is [CH2:1]([O:10][C:11]1[CH:12]=[C:13]([CH:16]=[CH:17][N:18]=1)[C:14]([NH2:15])=[O:20])[CH2:2][CH2:3][CH2:4][CH2:5][CH2:6][CH2:7][CH2:8][CH3:9]. The yield is 0.230. The reactants are [CH2:1]([O:10][C:11]1[CH:12]=[C:13]([CH:16]=[CH:17][N:18]=1)[C:14]#[N:15])[CH2:2][CH2:3][CH2:4][CH2:5][CH2:6][CH2:7][CH2:8][CH3:9].C[O-:20].[Na+].[OH-].[Li+]. The catalyst is CO.O. (4) The reactants are C[O:2][C:3](=[O:42])[CH2:4][C@H:5]1[C:9]2[CH:10]=[CH:11][C:12]([O:14][CH2:15][C:16]3[CH:17]=[C:18]([C:22]4[C:27]([CH3:28])=[CH:26][C:25]([O:29][CH2:30][CH2:31][CH2:32][S:33]([CH3:36])(=[O:35])=[O:34])=[CH:24][C:23]=4[CH2:37][O:38]C(=O)C)[CH:19]=[CH:20][CH:21]=3)=[CH:13][C:8]=2[O:7][CH2:6]1.CO.[OH-].[Na+].Cl. The catalyst is O.O1CCCC1. The product is [OH:38][CH2:37][C:23]1[CH:24]=[C:25]([O:29][CH2:30][CH2:31][CH2:32][S:33]([CH3:36])(=[O:35])=[O:34])[CH:26]=[C:27]([CH3:28])[C:22]=1[C:18]1[CH:19]=[CH:20][CH:21]=[C:16]([CH2:15][O:14][C:12]2[CH:11]=[CH:10][C:9]3[C@H:5]([CH2:4][C:3]([OH:42])=[O:2])[CH2:6][O:7][C:8]=3[CH:13]=2)[CH:17]=1. The yield is 0.510. (5) The reactants are [Cl:1][C:2]1[CH:3]=[C:4]([S:8](Cl)(=[O:10])=[O:9])[CH:5]=[CH:6][CH:7]=1.[CH2:12]([O:14][C:15](=[O:23])[C:16]1[CH:21]=[CH:20][CH:19]=[C:18]([NH2:22])[CH:17]=1)[CH3:13]. The catalyst is C1(C)C=CC=CC=1. The product is [CH2:12]([O:14][C:15](=[O:23])[C:16]1[CH:21]=[CH:20][CH:19]=[C:18]([NH:22][S:8]([C:4]2[CH:5]=[CH:6][CH:7]=[C:2]([Cl:1])[CH:3]=2)(=[O:10])=[O:9])[CH:17]=1)[CH3:13]. The yield is 0.980. (6) The reactants are [OH:1][CH:2]1[CH2:7][CH2:6][NH:5][CH2:4][CH2:3]1.[C:8]1(=O)[CH2:13][CH2:12][C:11](=[O:14])[CH2:10][CH2:9]1. The catalyst is C(O)C. The product is [OH:14][C:11]1[CH:12]=[CH:13][C:8]([N:5]2[CH2:6][CH2:7][CH:2]([OH:1])[CH2:3][CH2:4]2)=[CH:9][CH:10]=1. The yield is 0.565. (7) The reactants are Br[CH2:2][C:3]1[NH:8][C:7]([C:9]2[CH:10]=[N:11][CH:12]=[CH:13][CH:14]=2)=[N:6][CH:5]([C:15]2[CH:20]=[CH:19][C:18]([F:21])=[CH:17][C:16]=2[Cl:22])[C:4]=1[C:23]([O:25][CH2:26][CH3:27])=[O:24].[NH:28]1[CH2:33][CH2:32][O:31][CH2:30][CH:29]1[C:34]([OH:36])=[O:35]. No catalyst specified. The product is [Cl:22][C:16]1[CH:17]=[C:18]([F:21])[CH:19]=[CH:20][C:15]=1[CH:5]1[N:6]=[C:7]([C:9]2[CH:10]=[N:11][CH:12]=[CH:13][CH:14]=2)[NH:8][C:3]([CH2:2][N:28]2[CH2:33][CH2:32][O:31][CH2:30][CH:29]2[C:34]([OH:36])=[O:35])=[C:4]1[C:23]([O:25][CH2:26][CH3:27])=[O:24]. The yield is 0.350. (8) The reactants are [I:1][C:2]1[C:10]2[C:5](=[N:6][CH:7]=[N:8][C:9]=2[NH:11]C(=O)OC(C)(C)C)[N:4]([C:19]2[CH:24]=[CH:23][CH:22]=[C:21]([NH:25][CH3:26])[CH:20]=2)[N:3]=1.[C:27](Cl)(=[O:30])[CH:28]=[CH2:29].C(O)(C(F)(F)F)=O. The catalyst is C(Cl)Cl. The product is [NH2:11][C:9]1[N:8]=[CH:7][N:6]=[C:5]2[N:4]([C:19]3[CH:20]=[C:21]([N:25]([CH3:26])[C:27](=[O:30])[CH:28]=[CH2:29])[CH:22]=[CH:23][CH:24]=3)[N:3]=[C:2]([I:1])[C:10]=12. The yield is 0.950. (9) The reactants are [NH:1]1[C:9]2[C:4](=[CH:5][CH:6]=[CH:7][N:8]=2)[CH:3]=[CH:2]1.[Cl:10][C:11]1[CH:28]=[CH:27][C:14]([CH2:15][O:16][C:17]2[CH:24]=[CH:23][C:20]([CH:21]=[O:22])=[CH:19][C:18]=2[O:25][CH3:26])=[CH:13][CH:12]=1.[CH3:29]O.[OH-].[K+]. The catalyst is C(OCC)(=O)C.O. The product is [Cl:10][C:11]1[CH:28]=[CH:27][C:14]([CH2:15][O:16][C:17]2[CH:24]=[CH:23][C:20]([CH:21]([O:22][CH3:29])[C:3]3[C:4]4[C:9](=[N:8][CH:7]=[CH:6][CH:5]=4)[NH:1][CH:2]=3)=[CH:19][C:18]=2[O:25][CH3:26])=[CH:13][CH:12]=1. The yield is 0.740. (10) The reactants are [F:1][C:2]1[CH:3]=[C:4]([CH:40]=[CH:41][C:42]=1[O:43][CH3:44])[CH2:5][O:6][P:7]([C:20]1[CH:39]=[CH:38][C:23]([O:24][C:25]2[CH:26]=[C:27]([CH:31]=[C:32]([O:34][CH:35]([CH3:37])[CH3:36])[CH:33]=2)[C:28]([OH:30])=O)=[CH:22][CH:21]=1)([O:9][CH2:10][C:11]1[CH:16]=[CH:15][C:14]([O:17][CH3:18])=[C:13]([F:19])[CH:12]=1)=[O:8].[NH2:45][C:46]1[S:47][CH:48]=[CH:49][N:50]=1.CN(C(ON1N=NC2C=CC=NC1=2)=[N+](C)C)C.F[P-](F)(F)(F)(F)F.C(N(C(C)C)CC)(C)C. The catalyst is CN(C=O)C.CCOC(C)=O. The product is [F:19][C:13]1[CH:12]=[C:11]([CH:16]=[CH:15][C:14]=1[O:17][CH3:18])[CH2:10][O:9][P:7]([C:20]1[CH:21]=[CH:22][C:23]([O:24][C:25]2[CH:26]=[C:27]([C:28](=[O:30])[NH:45][C:46]3[S:47][CH:48]=[CH:49][N:50]=3)[CH:31]=[C:32]([O:34][CH:35]([CH3:36])[CH3:37])[CH:33]=2)=[CH:38][CH:39]=1)(=[O:8])[O:6][CH2:5][C:4]1[CH:40]=[CH:41][C:42]([O:43][CH3:44])=[C:2]([F:1])[CH:3]=1. The yield is 0.420.